Dataset: Reaction yield outcomes from USPTO patents with 853,638 reactions. Task: Predict the reaction yield, written as a fraction of the theoretical maximum amount of product (1.0 means a 100% yield; for example, 0.34 means a 34% yield). (1) The catalyst is C(Cl)(Cl)(Cl)Cl. The product is [F:1][C:2]1[C:10]2[C:9]([CH3:11])([CH3:12])[O:8][B:7]([OH:13])[C:6]=2[CH:5]=[CH:4][C:3]=1[CH:14]=[O:22]. The yield is 0.680. The reactants are [F:1][C:2]1[C:10]2[C:9]([CH3:12])([CH3:11])[O:8][B:7]([OH:13])[C:6]=2[CH:5]=[CH:4][C:3]=1[CH3:14].C(OOC(=O)C1C=CC=CC=1)(=[O:22])C1C=CC=CC=1.C1C(=O)N(Br)C(=O)C1.C([O-])([O-])=O.[Na+].[Na+].Cl. (2) The reactants are [CH3:1][N:2]1[C:10]2[C:5](=[CH:6][CH:7]=[CH:8][CH:9]=2)[C:4]([C:11](Cl)=[O:12])=[CH:3]1.[Br:14][C:15]1[CH:16]=[C:17]([C:23]2[CH:28]=[CH:27][C:26]([CH2:29][NH:30][CH3:31])=[CH:25][CH:24]=2)[CH:18]=[CH:19][C:20]=1[O:21][CH3:22].C(N(CC)CC)C. The catalyst is C(Cl)Cl. The product is [Br:14][C:15]1[CH:16]=[C:17]([C:23]2[CH:28]=[CH:27][C:26]([CH2:29][N:30]([CH3:31])[C:11]([C:4]3[C:5]4[C:10](=[CH:9][CH:8]=[CH:7][CH:6]=4)[N:2]([CH3:1])[CH:3]=3)=[O:12])=[CH:25][CH:24]=2)[CH:18]=[CH:19][C:20]=1[O:21][CH3:22]. The yield is 0.980. (3) The reactants are [CH3:1][C:2]([C:4]1[CH:9]=[CH:8][C:7]([Br:10])=[CH:6][CH:5]=1)=O.[NH2:11][C:12]1[CH:17]=[CH:16][CH:15]=[CH:14][N:13]=1.[OH-].[Na+]. The catalyst is C(O)C. The product is [Br:10][C:7]1[CH:8]=[CH:9][C:4]([C:2]2[N:11]=[C:12]3[CH:17]=[CH:16][CH:15]=[CH:14][N:13]3[CH:1]=2)=[CH:5][CH:6]=1. The yield is 0.850. (4) The reactants are [CH3:1][C:2]([O:7][C:8]1[CH:15]=[CH:14][C:11]([CH:12]=[O:13])=[CH:10][CH:9]=1)([CH2:5][CH3:6])[C:3]#[CH:4]. The catalyst is C1(C)C(C)=CC=CC=1. The product is [CH2:3]([C:2]1([CH3:1])[CH:5]=[CH:6][C:9]2[C:8](=[CH:15][CH:14]=[C:11]([CH:12]=[O:13])[CH:10]=2)[O:7]1)[CH3:4]. The yield is 1.00.